This data is from Full USPTO retrosynthesis dataset with 1.9M reactions from patents (1976-2016). The task is: Predict the reactants needed to synthesize the given product. (1) The reactants are: [Cl:1][C:2]1[CH:7]=[C:6]([C:8]([NH:10][CH3:11])=[O:9])[CH:5]=[CH:4][C:3]=1[O:12][C:13]1[CH:30]=[CH:29][C:16]2[CH2:17][CH2:18][N:19]([C:22](OC(C)(C)C)=O)[CH2:20][CH2:21][C:15]=2[CH:14]=1.[C:31]1(=O)[CH2:34]C[CH2:32]1. Given the product [Cl:1][C:2]1[CH:7]=[C:6]([CH:5]=[CH:4][C:3]=1[O:12][C:13]1[CH:30]=[CH:29][C:16]2[CH2:17][CH2:18][N:19]([CH:22]3[CH2:34][CH2:31][CH2:32]3)[CH2:20][CH2:21][C:15]=2[CH:14]=1)[C:8]([NH:10][CH3:11])=[O:9], predict the reactants needed to synthesize it. (2) Given the product [C:12]([C:11]1[CH:14]=[CH:15][C:8]([C@@H:4]2[O:5][CH2:6][CH2:7][N:2]([C:23]([O:25][C:26]([CH3:29])([CH3:28])[CH3:27])=[O:24])[CH2:3]2)=[CH:9][CH:10]=1)#[N:13], predict the reactants needed to synthesize it. The reactants are: Cl.[NH:2]1[CH2:7][CH2:6][O:5][C@@H:4]([C:8]2[CH:15]=[CH:14][C:11]([C:12]#[N:13])=[CH:10][CH:9]=2)[CH2:3]1.C(N(CC)CC)C.[C:23](O[C:23]([O:25][C:26]([CH3:29])([CH3:28])[CH3:27])=[O:24])([O:25][C:26]([CH3:29])([CH3:28])[CH3:27])=[O:24]. (3) Given the product [CH3:28][C:29]1[C:34]([C:2]2[N:3]=[C:4]([N:22]3[CH2:27][CH2:26][O:25][CH2:24][CH2:23]3)[C:5]3[CH:10]=[C:9]([CH2:11][N:12]4[CH2:17][CH2:16][N:15]([S:18]([CH3:21])(=[O:20])=[O:19])[CH2:14][CH2:13]4)[S:8][C:6]=3[N:7]=2)=[CH:33][N:32]=[C:31]([NH2:44])[N:30]=1, predict the reactants needed to synthesize it. The reactants are: Cl[C:2]1[N:3]=[C:4]([N:22]2[CH2:27][CH2:26][O:25][CH2:24][CH2:23]2)[C:5]2[CH:10]=[C:9]([CH2:11][N:12]3[CH2:17][CH2:16][N:15]([S:18]([CH3:21])(=[O:20])=[O:19])[CH2:14][CH2:13]3)[S:8][C:6]=2[N:7]=1.[CH3:28][C:29]1[C:34](B2OC(C)(C)C(C)(C)O2)=[CH:33][N:32]=[C:31]([NH2:44])[N:30]=1. (4) The reactants are: Cl[C:2]1[C:11]2=[N:12][N:13](CC3C=CC(OC)=CC=3)[CH:14]=[C:10]2[C:9]2[CH:8]=[C:7]([C:24]#[N:25])[CH:6]=[CH:5][C:4]=2[N:3]=1.[CH3:26][O:27][C:28]1[CH:29]=[C:30]([CH:32]=[CH:33][C:34]=1[O:35][CH3:36])[NH2:31].Cl. Given the product [CH3:26][O:27][C:28]1[CH:29]=[C:30]([NH:31][C:2]2[C:11]3=[N:12][NH:13][CH:14]=[C:10]3[C:9]3[CH:8]=[C:7]([C:24]#[N:25])[CH:6]=[CH:5][C:4]=3[N:3]=2)[CH:32]=[CH:33][C:34]=1[O:35][CH3:36], predict the reactants needed to synthesize it. (5) The reactants are: ClC1C(F)=CC(F)=C(C=1)C(OC(C)(C)C)=O.[F:17][C:18]1[CH:30]=[C:29](F)[C:28]([I:32])=[CH:27][C:19]=1[C:20]([O:22][C:23]([CH3:26])([CH3:25])[CH3:24])=[O:21].ClC1C=C(O)C=CC=1OC(F)(F)F.[Cl:46][C:47]1[CH:48]=[C:49]([OH:57])[CH:50]=[N:51][C:52]=1[O:53][CH:54]([CH3:56])[CH3:55]. Given the product [Cl:46][C:47]1[CH:48]=[C:49]([O:57][C:29]2[C:28]([I:32])=[CH:27][C:19]([C:20]([O:22][C:23]([CH3:26])([CH3:25])[CH3:24])=[O:21])=[C:18]([F:17])[CH:30]=2)[CH:50]=[N:51][C:52]=1[O:53][CH:54]([CH3:55])[CH3:56], predict the reactants needed to synthesize it. (6) Given the product [ClH:65].[O-:1][N+:2]1[CH:7]=[CH:6][CH:5]=[CH:4][C:3]=1[C:8]1[CH:9]=[CH:10][C:11]2[C:12]3[NH:26][N:25]=[CH:24][C:13]=3[C:14](=[O:23])[N:15]([CH2:18][C:19]([F:22])([F:20])[F:21])[C:16]=2[CH:17]=1, predict the reactants needed to synthesize it. The reactants are: [O-:1][N+:2]1[CH:7]=[CH:6][CH:5]=[CH:4][C:3]=1[C:8]1[CH:9]=[CH:10][C:11]2[C:12]3[N:26](C4CCCCO4)[N:25]=[CH:24][C:13]=3[C:14](=[O:23])[N:15]([CH2:18][C:19]([F:22])([F:21])[F:20])[C:16]=2[CH:17]=1.[O-][N+]1C=CC=CC=1C1C=CC2C3NN(C4CCCCO4)CC=3C(=O)N(CC(F)(F)F)C=2C=1.[ClH:65].